Predict the product of the given reaction. From a dataset of Forward reaction prediction with 1.9M reactions from USPTO patents (1976-2016). (1) Given the reactants [CH2:1]([O:9][B:10]([O-:20])[O:11][CH2:12][C:13]1[C:14](=[CH:16][CH:17]=[CH:18][CH:19]=1)[OH:15])[C:2]1[C:3](=[CH:5][CH:6]=[CH:7][CH:8]=1)[OH:4].[Li+].[Cl-].[CH2:23]([N+:27]1[CH:31]=[CH:30][N:29]([CH3:32])[CH:28]=1)[CH2:24][CH2:25][CH3:26], predict the reaction product. The product is: [CH2:12]([O:11][B:10]([O-:20])[O:9][CH2:1][C:2]1[C:3](=[CH:5][CH:6]=[CH:7][CH:8]=1)[OH:4])[C:13]1[C:14](=[CH:16][CH:17]=[CH:18][CH:19]=1)[OH:15].[CH2:23]([N+:27]1[CH:31]=[CH:30][N:29]([CH3:32])[CH:28]=1)[CH2:24][CH2:25][CH3:26]. (2) Given the reactants [C:1]1([CH:6]=[C:7]2[CH2:16][CH2:15][C:14]3[CH:13]=[C:12]([C:17]([O:19]C)=[O:18])[CH:11]=[CH:10][C:9]=3[C:8]2=O)[CH2:5][CH2:4][CH2:3][CH:2]=1.Cl.[NH:23]([C:25]1[CH:32]=[CH:31][C:28]([C:29]#[N:30])=[CH:27][CH:26]=1)[NH2:24], predict the reaction product. The product is: [C:29]([C:28]1[CH:31]=[CH:32][C:25]([N:23]2[CH:6]([C:1]3[CH2:5][CH2:4][CH2:3][CH:2]=3)[CH:7]3[C:8]([C:9]4[CH:10]=[CH:11][C:12]([C:17]([OH:19])=[O:18])=[CH:13][C:14]=4[CH2:15][CH2:16]3)=[N:24]2)=[CH:26][CH:27]=1)#[N:30]. (3) Given the reactants [CH:1]([O:4][C:5]1[CH:12]=[CH:11][C:8]([CH:9]=[O:10])=[C:7]([CH3:13])[CH:6]=1)([CH3:3])[CH3:2].[BH4-].[Na+], predict the reaction product. The product is: [CH:1]([O:4][C:5]1[CH:12]=[CH:11][C:8]([CH2:9][OH:10])=[C:7]([CH3:13])[CH:6]=1)([CH3:3])[CH3:2]. (4) Given the reactants [CH:1]([C:3]1[CH:8]=[C:7]([F:9])[CH:6]=[CH:5][C:4]=1[O:10][CH2:11][C:12]1[CH:17]=[CH:16][CH:15]=[CH:14][CH:13]=1)=[CH2:2].P(Cl)(Cl)(Cl)=O.[Cl:23][C:24]([Cl:29])(Cl)[C:25](Cl)=[O:26], predict the reaction product. The product is: [CH2:11]([O:10][C:4]1[CH:5]=[CH:6][C:7]([F:9])=[CH:8][C:3]=1[CH:1]1[CH2:2][C:25](=[O:26])[C:24]1([Cl:29])[Cl:23])[C:12]1[CH:13]=[CH:14][CH:15]=[CH:16][CH:17]=1.